Dataset: NCI-60 drug combinations with 297,098 pairs across 59 cell lines. Task: Regression. Given two drug SMILES strings and cell line genomic features, predict the synergy score measuring deviation from expected non-interaction effect. (1) Drug 1: CC12CCC(CC1=CCC3C2CCC4(C3CC=C4C5=CN=CC=C5)C)O. Drug 2: C1=CC(=CC=C1C#N)C(C2=CC=C(C=C2)C#N)N3C=NC=N3. Cell line: A549. Synergy scores: CSS=0.303, Synergy_ZIP=-0.973, Synergy_Bliss=-2.01, Synergy_Loewe=-4.13, Synergy_HSA=-2.87. (2) Drug 1: C1=CC=C(C=C1)NC(=O)CCCCCCC(=O)NO. Drug 2: C1C(C(OC1N2C=NC(=NC2=O)N)CO)O. Cell line: SF-268. Synergy scores: CSS=9.07, Synergy_ZIP=-0.918, Synergy_Bliss=2.23, Synergy_Loewe=0.945, Synergy_HSA=1.16. (3) Drug 1: CC1=C(C(CCC1)(C)C)C=CC(=CC=CC(=CC(=O)O)C)C. Cell line: CCRF-CEM. Drug 2: CC1C(C(CC(O1)OC2CC(CC3=C2C(=C4C(=C3O)C(=O)C5=CC=CC=C5C4=O)O)(C(=O)C)O)N)O. Synergy scores: CSS=43.2, Synergy_ZIP=0.865, Synergy_Bliss=0.845, Synergy_Loewe=-4.98, Synergy_HSA=2.59. (4) Drug 1: CC1=CC2C(CCC3(C2CCC3(C(=O)C)OC(=O)C)C)C4(C1=CC(=O)CC4)C. Drug 2: C1=CC(=CC=C1CC(C(=O)O)N)N(CCCl)CCCl.Cl. Cell line: HOP-92. Synergy scores: CSS=16.9, Synergy_ZIP=-1.00, Synergy_Bliss=4.58, Synergy_Loewe=-15.8, Synergy_HSA=-3.28. (5) Drug 1: CC1=C(C=C(C=C1)NC2=NC=CC(=N2)N(C)C3=CC4=NN(C(=C4C=C3)C)C)S(=O)(=O)N.Cl. Drug 2: CCCS(=O)(=O)NC1=C(C(=C(C=C1)F)C(=O)C2=CNC3=C2C=C(C=N3)C4=CC=C(C=C4)Cl)F. Cell line: SN12C. Synergy scores: CSS=12.7, Synergy_ZIP=0.724, Synergy_Bliss=7.15, Synergy_Loewe=5.75, Synergy_HSA=5.28. (6) Drug 1: CN1C(=O)N2C=NC(=C2N=N1)C(=O)N. Drug 2: C#CCC(CC1=CN=C2C(=N1)C(=NC(=N2)N)N)C3=CC=C(C=C3)C(=O)NC(CCC(=O)O)C(=O)O. Cell line: LOX IMVI. Synergy scores: CSS=67.6, Synergy_ZIP=2.89, Synergy_Bliss=-2.91, Synergy_Loewe=-4.76, Synergy_HSA=-3.24.